From a dataset of Catalyst prediction with 721,799 reactions and 888 catalyst types from USPTO. Predict which catalyst facilitates the given reaction. (1) Reactant: COC1C=C(OC)C=CC=1C[N:6]([C:33]1[CH:38]=[CH:37][N:36]=[CH:35][N:34]=1)[S:7]([C:10]1[CH:15]=[C:14]([F:16])[C:13]([O:17][C@H:18]2[CH2:23][C:22]([CH3:25])([CH3:24])[CH2:21][CH2:20][C@@H:19]2[C:26]2[N:30]([CH3:31])[N:29]=[CH:28][CH:27]=2)=[CH:12][C:11]=1[F:32])(=[O:9])=[O:8].C([SiH](CC)CC)C.FC(F)(F)C(O)=O. Product: [CH3:24][C:22]1([CH3:25])[CH2:23][C@H:18]([O:17][C:13]2[C:14]([F:16])=[CH:15][C:10]([S:7]([NH:6][C:33]3[CH:38]=[CH:37][N:36]=[CH:35][N:34]=3)(=[O:8])=[O:9])=[C:11]([F:32])[CH:12]=2)[C@@H:19]([C:26]2[N:30]([CH3:31])[N:29]=[CH:28][CH:27]=2)[CH2:20][CH2:21]1. The catalyst class is: 4. (2) Reactant: [N+:1]([C:4]1[CH:12]=[CH:11][C:7]([C:8]([OH:10])=[O:9])=[CH:6][CH:5]=1)([O-:3])=[O:2].[C:13]([O:17][CH3:18])(=[O:16])[C:14]#[CH:15].CN1CCOCC1. The catalyst class is: 10. Product: [N+:1]([C:4]1[CH:5]=[CH:6][C:7]([C:8]([O:10][CH:15]=[CH:14][C:13]([O:17][CH3:18])=[O:16])=[O:9])=[CH:11][CH:12]=1)([O-:3])=[O:2]. (3) Reactant: [Cl:1][C:2]1[N:3]=[N:4][C:5]([C:8]#[C:9][CH2:10][CH2:11][N:12]2[CH:16]=[CH:15][N:14]=[N:13]2)=[CH:6][CH:7]=1.O. Product: [Cl:1][C:2]1[N:3]=[N:4][C:5]([CH2:8][CH2:9][CH2:10][CH2:11][N:12]2[CH:16]=[CH:15][N:14]=[N:13]2)=[CH:6][CH:7]=1. The catalyst class is: 603. (4) Reactant: [H-].[Na+].[OH:3][CH2:4][CH2:5][CH2:6][O:7][CH2:8][CH2:9][NH:10][C:11](=[O:17])[O:12][C:13]([CH3:16])([CH3:15])[CH3:14].[CH3:18]I.[Cl-].[NH4+]. Product: [CH3:18][O:3][CH2:4][CH2:5][CH2:6][O:7][CH2:8][CH2:9][NH:10][C:11](=[O:17])[O:12][C:13]([CH3:14])([CH3:16])[CH3:15]. The catalyst class is: 7. (5) Reactant: [F:1][C:2]([F:12])([C:5]1[CH:10]=[CH:9][CH:8]=[C:7]([CH3:11])[N:6]=1)[CH2:3][OH:4].[CH3:13][S:14](Cl)(=[O:16])=[O:15].C(N(CC)CC)C. Product: [F:12][C:2]([F:1])([C:5]1[CH:10]=[CH:9][CH:8]=[C:7]([CH3:11])[N:6]=1)[CH2:3][O:4][S:14]([CH3:13])(=[O:16])=[O:15]. The catalyst class is: 1.